Dataset: Forward reaction prediction with 1.9M reactions from USPTO patents (1976-2016). Task: Predict the product of the given reaction. (1) The product is: [C:25]([NH:24][C:21]1[CH:20]=[C:19]([N:10]2[CH:11]=[C:12]([C:13]([O:15][CH3:16])=[O:14])[C:8]([C:3]3[CH:4]=[CH:5][CH:6]=[CH:7][C:2]=3[Cl:1])=[N:9]2)[C:18]([CH3:17])=[CH:23][N:22]=1)(=[O:27])[CH3:26]. Given the reactants [Cl:1][C:2]1[CH:7]=[CH:6][CH:5]=[CH:4][C:3]=1[C:8]1[C:12]([C:13]([O:15][CH3:16])=[O:14])=[CH:11][NH:10][N:9]=1.[CH3:17][C:18]1[C:19](B2OC(C)(C)C(C)(C)O2)=[CH:20][C:21]([NH:24][C:25](=[O:27])[CH3:26])=[N:22][CH:23]=1.N1C=CC=CC=1, predict the reaction product. (2) Given the reactants [Na].[Cl:2][C:3]1[CH:4]=[C:5]([CH:9]=[CH:10][CH:11]=1)[CH2:6][C:7]#[N:8].[C:12](OCC)(=[O:14])[CH3:13], predict the reaction product. The product is: [Cl:2][C:3]1[CH:4]=[C:5]([CH:6]([C:12](=[O:14])[CH3:13])[C:7]#[N:8])[CH:9]=[CH:10][CH:11]=1. (3) Given the reactants C(N(CC)C(C)C)(C)C.[Cl:10][C:11]1[CH:16]=[CH:15][C:14]([C:17]2([C:20]3[CH2:24][C@:23]4([CH2:28][C@@H:27]([C:29]([O:31][CH3:32])=[O:30])[NH:26][CH2:25]4)[O:22][N:21]=3)[CH2:19][CH2:18]2)=[CH:13][CH:12]=1.[C:33](Cl)(=[O:35])[CH3:34].C(O)(C(F)(F)F)=O, predict the reaction product. The product is: [C:33]([N:26]1[C@H:27]([C:29]([O:31][CH3:32])=[O:30])[CH2:28][C:23]2([O:22][N:21]=[C:20]([C:17]3([C:14]4[CH:15]=[CH:16][C:11]([Cl:10])=[CH:12][CH:13]=4)[CH2:18][CH2:19]3)[CH2:24]2)[CH2:25]1)(=[O:35])[CH3:34].